From a dataset of Full USPTO retrosynthesis dataset with 1.9M reactions from patents (1976-2016). Predict the reactants needed to synthesize the given product. (1) Given the product [NH:20]1[C:28]2[C:23](=[CH:24][CH:25]=[CH:26][C:27]=2[CH2:29][N:4]2[CH2:3][CH2:2][N:1]([C:7]3[CH:8]=[CH:9][C:10]4[N:11]([C:13]([C:16]([F:17])([F:18])[F:19])=[N:14][N:15]=4)[N:12]=3)[CH2:6][CH2:5]2)[CH:22]=[CH:21]1, predict the reactants needed to synthesize it. The reactants are: [N:1]1([C:7]2[CH:8]=[CH:9][C:10]3[N:11]([C:13]([C:16]([F:19])([F:18])[F:17])=[N:14][N:15]=3)[N:12]=2)[CH2:6][CH2:5][NH:4][CH2:3][CH2:2]1.[NH:20]1[C:28]2[C:23](=[CH:24][CH:25]=[CH:26][C:27]=2[CH:29]=O)[CH:22]=[CH:21]1. (2) Given the product [CH3:7][C:4]1[S:3][C:2]([C:13]2[CH:14]=[CH:15][C:10]([CH:8]=[O:9])=[CH:11][CH:12]=2)=[N:6][N:5]=1, predict the reactants needed to synthesize it. The reactants are: Br[C:2]1[S:3][C:4]([CH3:7])=[N:5][N:6]=1.[CH:8]([C:10]1[CH:15]=[CH:14][C:13](B(O)O)=[CH:12][CH:11]=1)=[O:9].C([O-])([O-])=O.[Na+].[Na+].O. (3) Given the product [NH:34]1[CH:33]=[C:32]([C:4]2[N:9]=[C:8]3[N:10]([CH2:13][C:14]4[CH:15]=[C:16]5[C:21](=[CH:22][CH:23]=4)[N:20]=[CH:19][CH:18]=[CH:17]5)[N:11]=[N:12][C:7]3=[N:6][CH:5]=2)[CH:36]=[N:35]1, predict the reactants needed to synthesize it. The reactants are: [F-].[Cs+].Br[C:4]1[N:9]=[C:8]2[N:10]([CH2:13][C:14]3[CH:15]=[C:16]4[C:21](=[CH:22][CH:23]=3)[N:20]=[CH:19][CH:18]=[CH:17]4)[N:11]=[N:12][C:7]2=[N:6][CH:5]=1.CC1(C)C(C)(C)OB([C:32]2[CH:33]=[N:34][N:35](C(OC(C)(C)C)=O)[CH:36]=2)O1.C(Cl)Cl.